From a dataset of Catalyst prediction with 721,799 reactions and 888 catalyst types from USPTO. Predict which catalyst facilitates the given reaction. Product: [C:13]([O:12][C:10](=[O:11])[NH:6][CH2:5][C:4]1[CH:7]=[CH:8][CH:9]=[C:2]([F:1])[CH:3]=1)([CH3:16])([CH3:15])[CH3:14]. Reactant: [F:1][C:2]1[CH:3]=[C:4]([CH:7]=[CH:8][CH:9]=1)[CH2:5][NH2:6].[C:10](O[C:10]([O:12][C:13]([CH3:16])([CH3:15])[CH3:14])=[O:11])([O:12][C:13]([CH3:16])([CH3:15])[CH3:14])=[O:11].O. The catalyst class is: 1.